Predict the product of the given reaction. From a dataset of Forward reaction prediction with 1.9M reactions from USPTO patents (1976-2016). (1) The product is: [C:1]([N:3]=[C:4]([N:7]1[CH2:12][CH2:11][O:10][CH2:9][CH2:8]1)[S:6][CH3:13])#[N:2]. Given the reactants [C:1]([N:3]=[C:4]([S-:6])[S-])#[N:2].[NH:7]1[CH2:12][CH2:11][O:10][CH2:9][CH2:8]1.[CH2:13](Cl)Cl, predict the reaction product. (2) The product is: [CH3:1][O:2][C:3]1[CH:8]=[N:7][C:6]([N:9]2[CH:41]=[CH:40][N:39]=[N:10]2)=[C:5]2[NH:15][CH:16]=[C:17]([C:18](=[O:37])[C:19]([N:21]3[CH2:30][CH2:29][C:28]4[C:27]([C:31]5[CH:36]=[CH:35][CH:34]=[CH:33][N:32]=5)=[N:26][CH:25]=[N:24][C:23]=4[CH2:22]3)=[O:20])[C:4]=12. Given the reactants [CH3:1][O:2][C:3]1[CH:8]=[N:7][C:6]([N:9]2C=NC(C)=[N:10]2)=[C:5]2[NH:15][CH:16]=[C:17]([C:18](=[O:37])[C:19]([N:21]3[CH2:30][CH2:29][C:28]4[C:27]([C:31]5[CH:36]=[CH:35][CH:34]=[CH:33][N:32]=5)=[N:26][CH:25]=[N:24][C:23]=4[CH2:22]3)=[O:20])[C:4]=12.Cl.[N:39]1C=CC=[CH:41][C:40]=1C1C2CCNCC=2N=CN=1.COC1C=NC(N2C=CN=N2)=C2NC=C(C(=O)C(O)=O)C=12, predict the reaction product. (3) Given the reactants O[C:2]1[C:7]([N+:8]([O-:10])=[O:9])=[CH:6][C:5]([C:11]([F:14])([F:13])[F:12])=[CH:4][N:3]=1.P(Cl)(Cl)([Cl:17])=O.N1C2C(=CC=CC=2)C=CC=1.[OH-].[Na+], predict the reaction product. The product is: [Cl:17][C:2]1[C:7]([N+:8]([O-:10])=[O:9])=[CH:6][C:5]([C:11]([F:14])([F:13])[F:12])=[CH:4][N:3]=1. (4) Given the reactants [C:1]1([C:13]([OH:15])=O)[C:11]2=[C:12]3[C:7](=[CH:8][CH:9]=[CH:10]2)[CH2:6][CH2:5][CH2:4][N:3]3[CH:2]=1.Cl.[NH2:17][CH2:18][CH2:19][CH2:20][CH2:21][CH2:22][CH2:23][C:24]([O:26][CH3:27])=[O:25], predict the reaction product. The product is: [C:1]1([C:13]([NH:17][CH2:18][CH2:19][CH2:20][CH2:21][CH2:22][CH2:23][C:24]([O:26][CH3:27])=[O:25])=[O:15])[C:11]2=[C:12]3[C:7](=[CH:8][CH:9]=[CH:10]2)[CH2:6][CH2:5][CH2:4][N:3]3[CH:2]=1. (5) Given the reactants CC1(C)C(C)(C)OB([C:9]2[CH:28]=[CH:27][C:12]([CH2:13][N:14]3[C:22]4[C:17](=[CH:18][CH:19]=[CH:20][C:21]=4[C:23]([O:25][CH3:26])=[O:24])[CH:16]=[CH:15]3)=[CH:11][CH:10]=2)O1.[F-].[Cs+].Br[C:33]1[CH:34]=[N:35][CH:36]=[CH:37][CH:38]=1, predict the reaction product. The product is: [N:35]1[CH:36]=[CH:37][CH:38]=[C:33]([C:9]2[CH:28]=[CH:27][C:12]([CH2:13][N:14]3[C:22]4[C:17](=[CH:18][CH:19]=[CH:20][C:21]=4[C:23]([O:25][CH3:26])=[O:24])[CH:16]=[CH:15]3)=[CH:11][CH:10]=2)[CH:34]=1. (6) Given the reactants [F:1][C:2]1[CH:15]=[CH:14][CH:13]=[C:12]([N+:16]([O-])=O)[C:3]=1[C:4]([NH:6][C@@H:7]([CH3:11])[C:8]([OH:10])=[O:9])=[O:5], predict the reaction product. The product is: [NH2:16][C:12]1[CH:13]=[CH:14][CH:15]=[C:2]([F:1])[C:3]=1[C:4]([NH:6][C@@H:7]([CH3:11])[C:8]([OH:10])=[O:9])=[O:5]. (7) Given the reactants [Cl:1][C:2]1[CH:3]=[C:4]([C:8]2([CH:14]([C:16]3[CH:21]=[CH:20][C:19]([O:22][CH:23]([F:25])[F:24])=[C:18]([CH3:26])[CH:17]=3)[OH:15])SCCCS2)[CH:5]=[CH:6][CH:7]=1.C([OH:31])(C)(C)C.CC(OI1(OC(C)=O)(OC(C)=O)OC(=O)C2C=CC=CC1=2)=O.S([O-])([O-])(=O)=S.[Na+].[Na+], predict the reaction product. The product is: [Cl:1][C:2]1[CH:3]=[C:4]([C:8](=[O:31])[C:14]([C:16]2[CH:21]=[CH:20][C:19]([O:22][CH:23]([F:25])[F:24])=[C:18]([CH3:26])[CH:17]=2)=[O:15])[CH:5]=[CH:6][CH:7]=1. (8) Given the reactants [C:1](Cl)(=[O:4])[CH:2]=[CH2:3].[CH3:6][N:7]([CH3:39])[CH:8]1[CH2:11][N:10]([C:12]2[CH:17]=[C:16]([O:18][CH3:19])[C:15]([NH:20][C:21]3[N:26]=[C:25]([C:27]4[C:35]5[C:30](=[CH:31][CH:32]=[CH:33][CH:34]=5)[N:29]([CH3:36])[CH:28]=4)[C:24]([CH3:37])=[CH:23][N:22]=3)=[CH:14][C:13]=2[NH2:38])[CH2:9]1, predict the reaction product. The product is: [CH3:39][N:7]([CH3:6])[CH:8]1[CH2:9][N:10]([C:12]2[CH:17]=[C:16]([O:18][CH3:19])[C:15]([NH:20][C:21]3[N:26]=[C:25]([C:27]4[C:35]5[C:30](=[CH:31][CH:32]=[CH:33][CH:34]=5)[N:29]([CH3:36])[CH:28]=4)[C:24]([CH3:37])=[CH:23][N:22]=3)=[CH:14][C:13]=2[NH:38][C:1](=[O:4])[CH:2]=[CH2:3])[CH2:11]1. (9) Given the reactants [F:1][C:2]1[CH:3]=[C:4]([NH:10][C:11]2[C:16]([C:17]3[N:22]=[C:21]([CH3:23])[N:20]=[C:19]([NH2:24])[N:18]=3)=[CH:15][C:14]([CH:25]([N:27]3[CH2:32][CH2:31][NH:30][CH2:29][CH2:28]3)[CH3:26])=[CH:13][N:12]=2)[CH:5]=[N:6][C:7]=1[O:8][CH3:9].C(N(CC)CC)C.[CH3:40][N:41]([CH3:45])[C:42](Cl)=[O:43], predict the reaction product. The product is: [NH2:24][C:19]1[N:20]=[C:21]([CH3:23])[N:22]=[C:17]([C:16]2[CH:15]=[C:14]([CH:25]([N:27]3[CH2:28][CH2:29][N:30]([C:42]([N:41]([CH3:45])[CH3:40])=[O:43])[CH2:31][CH2:32]3)[CH3:26])[CH:13]=[N:12][C:11]=2[NH:10][C:4]2[CH:5]=[N:6][C:7]([O:8][CH3:9])=[C:2]([F:1])[CH:3]=2)[N:18]=1.